This data is from HIV replication inhibition screening data with 41,000+ compounds from the AIDS Antiviral Screen. The task is: Binary Classification. Given a drug SMILES string, predict its activity (active/inactive) in a high-throughput screening assay against a specified biological target. (1) The molecule is COc1cccc(C=Cc2cnc3ccccc3n2)c1OC. The result is 0 (inactive). (2) The drug is CC1(C)C2CC1C(Cc1ccccc1CC1c3cc(-c4ccccn4)ncc3C3CC1C3(C)C)c1cc(-c3ccccn3)ncc12. The result is 0 (inactive).